Task: Predict the reaction yield, written as a fraction of the theoretical maximum amount of product (1.0 means a 100% yield; for example, 0.34 means a 34% yield).. Dataset: Reaction yield outcomes from USPTO patents with 853,638 reactions The reactants are [OH-:1].[Na+].ClC1C=C2C([C@@]3([C@@H](C4C=CN=C(Cl)C=4F)[C@H](C(N[C@H:29]4[CH2:34][CH2:33][C@H:32]([C:35]5[O:36][CH:37]=[N:38]N=5)[CH2:31][CH2:30]4)=O)NC43CCC(C)(C)CC4)C(=O)N2)=CC=1.C(O)(=O)C[C:49]([CH2:54][C:55](O)=O)([C:51]([OH:53])=[O:52])[OH:50].O1CC[CH2:62][CH2:61]1. No catalyst specified. The product is [CH2:35]([O:36][C:37]([NH:38][C@H:61]1[CH2:62][O:50][C@H:49]([C:51]([OH:53])=[O:52])[CH2:54][CH2:55]1)=[O:1])[C:32]1[CH:31]=[CH:30][CH:29]=[CH:34][CH:33]=1. The yield is 1.00.